From a dataset of Full USPTO retrosynthesis dataset with 1.9M reactions from patents (1976-2016). Predict the reactants needed to synthesize the given product. (1) The reactants are: C[N:2](/[CH:4]=[N:5]/[C:6]([C:8]1[S:9][C:10]([N+:13]([O-:15])=[O:14])=[CH:11][CH:12]=1)=O)C.O.[NH2:17]N. Given the product [N+:13]([C:10]1[S:9][C:8]([C:6]2[N:5]=[CH:4][NH:2][N:17]=2)=[CH:12][CH:11]=1)([O-:15])=[O:14], predict the reactants needed to synthesize it. (2) The reactants are: [CH3:1][O:2][C:3]1[CH:27]=[CH:26][C:6]([CH2:7][NH:8][C:9]2[CH:14]=[C:13]([O:15][C:16]3[CH:21]=[CH:20][C:19]([N+:22]([O-])=O)=[CH:18][C:17]=3[F:25])[N:12]=[CH:11][N:10]=2)=[CH:5][CH:4]=1.[Cl-].[NH4+]. Given the product [CH3:1][O:2][C:3]1[CH:4]=[CH:5][C:6]([CH2:7][NH:8][C:9]2[CH:14]=[C:13]([O:15][C:16]3[CH:21]=[CH:20][C:19]([NH2:22])=[CH:18][C:17]=3[F:25])[N:12]=[CH:11][N:10]=2)=[CH:26][CH:27]=1, predict the reactants needed to synthesize it.